The task is: Predict the reaction yield, written as a fraction of the theoretical maximum amount of product (1.0 means a 100% yield; for example, 0.34 means a 34% yield).. This data is from Reaction yield outcomes from USPTO patents with 853,638 reactions. (1) The reactants are [OH:1][C:2]1[CH:9]=[C:8]([CH3:10])[C:5]([CH:6]=[O:7])=[C:4]([O:11][CH3:12])[CH:3]=1.C(Cl)Cl.[C:16]1(B(O)O)[CH:21]=[CH:20][CH:19]=[CH:18][CH:17]=1.N1C=CC=CC=1. The catalyst is CC#N.C([O-])(=O)C.[Cu+2].C([O-])(=O)C. The product is [CH3:12][O:11][C:4]1[CH:3]=[C:2]([O:1][C:16]2[CH:21]=[CH:20][CH:19]=[CH:18][CH:17]=2)[CH:9]=[C:8]([CH3:10])[C:5]=1[CH:6]=[O:7]. The yield is 0.630. (2) The reactants are C1C(=O)N([Br:8])C(=O)C1.[Br:9][C:10]1[CH:11]=[C:12]2[C:17](=[CH:18][CH:19]=1)[N:16]=[C:15]([C:20]([O:22]CC)=[CH2:21])[CH:14]=[N:13]2. The catalyst is C1COCC1.O.CO. The product is [Br:8][CH2:22][C:20]([C:15]1[CH:14]=[N:13][C:12]2[C:17](=[CH:18][CH:19]=[C:10]([Br:9])[CH:11]=2)[N:16]=1)=[O:21]. The yield is 0.590. (3) The reactants are [O:1]1CCCO[CH:2]1[CH2:7][CH2:8][C:9]1[C:14]([Br:15])=[CH:13][N:12]=[CH:11][N:10]=1.C(O)=O. The catalyst is ClCCCl. The product is [Br:15][C:14]1[C:9]([CH2:8][CH2:7][CH:2]=[O:1])=[N:10][CH:11]=[N:12][CH:13]=1. The yield is 1.00. (4) The reactants are [CH2:1]([C:3]1[CH:7]=[C:6]([C:8]([OH:10])=O)[N:5]([CH3:11])[N:4]=1)[CH3:2].CN(C)C=O.C(Cl)(=O)C(Cl)=O.[NH2:23][C:24]1[CH:25]=[C:26]([CH:44]=[CH:45][C:46]=1[Cl:47])[O:27][C:28]1[CH:29]=[CH:30][C:31]2[N:32]([CH:34]=[C:35]([NH:37][C:38]([CH:40]3[CH2:42][CH:41]3[CH3:43])=[O:39])[N:36]=2)[N:33]=1. The catalyst is CN(C)C(=O)C.O1CCCC1. The product is [Cl:47][C:46]1[CH:45]=[CH:44][C:26]([O:27][C:28]2[CH:29]=[CH:30][C:31]3[N:32]([CH:34]=[C:35]([NH:37][C:38]([CH:40]4[CH2:42][CH:41]4[CH3:43])=[O:39])[N:36]=3)[N:33]=2)=[CH:25][C:24]=1[NH:23][C:8]([C:6]1[N:5]([CH3:11])[N:4]=[C:3]([CH2:1][CH3:2])[CH:7]=1)=[O:10]. The yield is 0.500. (5) The reactants are [CH3:1][C:2]1[C:6]([CH3:7])=[C:5]([C:8]([OH:10])=O)[NH:4][N:3]=1.[C:11](Cl)(=[O:16])[O:12][CH:13]([CH3:15])[CH3:14].Cl.[F:19][C:20]1[CH:25]=[CH:24][C:23]([C:26]2[NH:35][C:29]3=[N:30][CH:31]=[C:32]([NH2:34])[CH:33]=[C:28]3[CH:27]=2)=[CH:22][CH:21]=1. The catalyst is CN1CCOCC1. The product is [CH3:7][C:6]1[C:5]([C:8]([NH:34][C:32]2[CH:33]=[C:28]3[CH:27]=[C:26]([C:23]4[CH:22]=[CH:21][C:20]([F:19])=[CH:25][CH:24]=4)[N:35]([C:11]([O:12][CH:13]([CH3:15])[CH3:14])=[O:16])[C:29]3=[N:30][CH:31]=2)=[O:10])=[N:4][NH:3][C:2]=1[CH3:1]. The yield is 0.159. (6) The reactants are [CH2:1]([O:3][C:4]([CH:6]1[CH2:13][CH:12]2[N:14](CC3C=CC=CC=3)[CH:8]([CH2:9][C:10](=[O:22])[CH2:11]2)[CH2:7]1)=[O:5])[CH3:2].[H][H]. The catalyst is CO.[OH-].[Pd+2].[OH-]. The product is [CH2:1]([O:3][C:4]([CH:6]1[CH2:13][CH:12]2[NH:14][CH:8]([CH2:9][C:10](=[O:22])[CH2:11]2)[CH2:7]1)=[O:5])[CH3:2]. The yield is 1.00. (7) The reactants are [Cl:1][C:2]1[N:7]=[C:6]([NH:8][C:9]2[CH:10]=[C:11]3[C:15](=[CH:16][CH:17]=2)[NH:14][N:13]=[CH:12]3)[C:5]([O:18][CH3:19])=[CH:4][N:3]=1.[CH3:20][C:21]([O:24][C:25](O[C:25]([O:24][C:21]([CH3:23])([CH3:22])[CH3:20])=[O:26])=[O:26])([CH3:23])[CH3:22]. The catalyst is C(Cl)Cl.CN(C1C=CN=CC=1)C. The product is [C:21]([O:24][C:25]([N:8]([C:6]1[C:5]([O:18][CH3:19])=[CH:4][N:3]=[C:2]([Cl:1])[N:7]=1)[C:9]1[CH:10]=[C:11]2[C:15](=[CH:16][CH:17]=1)[N:14]([C:25]([O:24][C:21]([CH3:23])([CH3:22])[CH3:20])=[O:26])[N:13]=[CH:12]2)=[O:26])([CH3:23])([CH3:22])[CH3:20]. The yield is 0.760. (8) The reactants are [F:1][C:2]1[CH:3]=[CH:4][C:5]2[O:9][C:8]([C:10](=[O:14])[CH:11]([CH3:13])[CH3:12])=[C:7]([CH3:15])[C:6]=2[CH:16]=1.[BH4-].[Na+].O. The catalyst is CO.O1CCCC1. The product is [F:1][C:2]1[CH:3]=[CH:4][C:5]2[O:9][C:8]([CH:10]([OH:14])[CH:11]([CH3:12])[CH3:13])=[C:7]([CH3:15])[C:6]=2[CH:16]=1. The yield is 1.00. (9) The reactants are [O:1]1[CH2:5][CH2:4][CH:3]([C:6]([OH:8])=O)[CH2:2]1.[CH2:9]([C@H:16]1[CH2:20][NH:19][C@H:18]([C:21]([NH:23][C:24]2[CH:29]=[CH:28][C:27]([O:30][C:31]3[CH:36]=[CH:35][C:34]([F:37])=[CH:33][CH:32]=3)=[CH:26][CH:25]=2)=[O:22])[CH2:17]1)[C:10]1[CH:15]=[CH:14][CH:13]=[CH:12][CH:11]=1. No catalyst specified. The product is [CH2:9]([C@H:16]1[CH2:20][N:19]([C:6]([CH:3]2[CH2:4][CH2:5][O:1][CH2:2]2)=[O:8])[C@H:18]([C:21]([NH:23][C:24]2[CH:29]=[CH:28][C:27]([O:30][C:31]3[CH:32]=[CH:33][C:34]([F:37])=[CH:35][CH:36]=3)=[CH:26][CH:25]=2)=[O:22])[CH2:17]1)[C:10]1[CH:11]=[CH:12][CH:13]=[CH:14][CH:15]=1. The yield is 0.283.